Dataset: Full USPTO retrosynthesis dataset with 1.9M reactions from patents (1976-2016). Task: Predict the reactants needed to synthesize the given product. (1) Given the product [C:11]([O:15][C:16]([N:18]1[CH2:24][CH2:23][C:22]2[C:25]([S:30][C:31]3([C:32]#[N:33])[CH2:36][CH2:35]3)=[C:26]([Cl:29])[CH:27]=[CH:28][C:21]=2[CH2:20][CH2:19]1)=[O:17])([CH3:14])([CH3:13])[CH3:12], predict the reactants needed to synthesize it. The reactants are: C[Si]([N-][Si](C)(C)C)(C)C.[Na+].[C:11]([O:15][C:16]([N:18]1[CH2:24][CH2:23][C:22]2[C:25]([S:30][CH2:31][C:32]#[N:33])=[C:26]([Cl:29])[CH:27]=[CH:28][C:21]=2[CH2:20][CH2:19]1)=[O:17])([CH3:14])([CH3:13])[CH3:12].Br[CH2:35][CH2:36]Br.CN(C=O)C. (2) Given the product [CH3:11][CH:6]([CH2:5][C:4](=[O:12])[CH3:14])[CH2:7][C:8]([OH:10])=[O:9], predict the reactants needed to synthesize it. The reactants are: CON(C)[C:4](=[O:12])[CH2:5][CH:6]([CH3:11])[CH2:7][C:8]([OH:10])=[O:9].[CH3:14][Li].Cl.